From a dataset of Reaction yield outcomes from USPTO patents with 853,638 reactions. Predict the reaction yield, written as a fraction of the theoretical maximum amount of product (1.0 means a 100% yield; for example, 0.34 means a 34% yield). The product is [NH2:14][CH:2]1[C:11]2[N:10]=[CH:9][CH:8]=[C:7]([O:12][CH3:13])[C:6]=2[CH2:5][CH2:4][CH2:3]1. No catalyst specified. The yield is 0.680. The reactants are O[CH:2]1[C:11]2[N:10]=[CH:9][CH:8]=[C:7]([O:12][CH3:13])[C:6]=2[CH2:5][CH2:4][CH2:3]1.[NH2:14]C1C2N=CC=CC=2CCC1.